Dataset: Reaction yield outcomes from USPTO patents with 853,638 reactions. Task: Predict the reaction yield, written as a fraction of the theoretical maximum amount of product (1.0 means a 100% yield; for example, 0.34 means a 34% yield). The reactants are [Br:1]Br.[N:3]1([C:8]2[CH:13]=[CH:12][CH:11]=[CH:10][C:9]=2[NH:14][C:15]([C:17]2[C:29]3[C:28](=[O:30])[C:27]4[C:22](=[CH:23][CH:24]=[C:25]([N+:31]([O-:33])=[O:32])[CH:26]=4)[C:21]=3[CH:20]=[CH:19][CH:18]=2)=[O:16])[CH:7]=[CH:6][CH:5]=[N:4]1. The catalyst is C(O)(=O)C.ClCCl. The product is [Br:1][C:6]1[CH:5]=[N:4][N:3]([C:8]2[CH:13]=[CH:12][CH:11]=[CH:10][C:9]=2[NH:14][C:15]([C:17]2[C:29]3[C:28](=[O:30])[C:27]4[C:22](=[CH:23][CH:24]=[C:25]([N+:31]([O-:33])=[O:32])[CH:26]=4)[C:21]=3[CH:20]=[CH:19][CH:18]=2)=[O:16])[CH:7]=1. The yield is 0.680.